Dataset: NCI-60 drug combinations with 297,098 pairs across 59 cell lines. Task: Regression. Given two drug SMILES strings and cell line genomic features, predict the synergy score measuring deviation from expected non-interaction effect. (1) Drug 1: CC1=C2C(C(=O)C3(C(CC4C(C3C(C(C2(C)C)(CC1OC(=O)C(C(C5=CC=CC=C5)NC(=O)OC(C)(C)C)O)O)OC(=O)C6=CC=CC=C6)(CO4)OC(=O)C)OC)C)OC. Synergy scores: CSS=42.7, Synergy_ZIP=5.10, Synergy_Bliss=4.96, Synergy_Loewe=-51.8, Synergy_HSA=3.18. Drug 2: CC1=C(C=C(C=C1)NC(=O)C2=CC=C(C=C2)CN3CCN(CC3)C)NC4=NC=CC(=N4)C5=CN=CC=C5. Cell line: UO-31. (2) Drug 1: CN(C(=O)NC(C=O)C(C(C(CO)O)O)O)N=O. Drug 2: CC1C(C(CC(O1)OC2CC(CC3=C2C(=C4C(=C3O)C(=O)C5=C(C4=O)C(=CC=C5)OC)O)(C(=O)CO)O)N)O.Cl. Cell line: KM12. Synergy scores: CSS=28.8, Synergy_ZIP=-2.04, Synergy_Bliss=-4.07, Synergy_Loewe=-6.43, Synergy_HSA=-2.57. (3) Drug 1: CC12CCC(CC1=CCC3C2CCC4(C3CC=C4C5=CN=CC=C5)C)O. Drug 2: CC1C(C(CC(O1)OC2CC(CC3=C2C(=C4C(=C3O)C(=O)C5=C(C4=O)C(=CC=C5)OC)O)(C(=O)C)O)N)O.Cl. Cell line: UACC62. Synergy scores: CSS=21.5, Synergy_ZIP=-2.23, Synergy_Bliss=8.71, Synergy_Loewe=2.41, Synergy_HSA=9.69. (4) Drug 1: CC1=C2C(C(=O)C3(C(CC4C(C3C(C(C2(C)C)(CC1OC(=O)C(C(C5=CC=CC=C5)NC(=O)OC(C)(C)C)O)O)OC(=O)C6=CC=CC=C6)(CO4)OC(=O)C)OC)C)OC. Drug 2: C1CNP(=O)(OC1)N(CCCl)CCCl. Cell line: HT29. Synergy scores: CSS=13.3, Synergy_ZIP=-11.2, Synergy_Bliss=-23.7, Synergy_Loewe=-61.0, Synergy_HSA=-23.4.